This data is from Catalyst prediction with 721,799 reactions and 888 catalyst types from USPTO. The task is: Predict which catalyst facilitates the given reaction. (1) Reactant: [CH2:1]([C:3]1[CH:10]=[CH:9][C:6]([CH:7]=[O:8])=[CH:5][C:4]=1[N+:11]([O-:13])=[O:12])[CH3:2].[Mn]([O-])(=O)(=O)=[O:15].[K+].[OH-].[Na+]. Product: [CH2:1]([C:3]1[CH:10]=[CH:9][C:6]([C:7]([OH:15])=[O:8])=[CH:5][C:4]=1[N+:11]([O-:13])=[O:12])[CH3:2]. The catalyst class is: 6. (2) Reactant: [C:1]1(=O)[CH2:5][CH2:4][CH2:3][CH2:2]1.[NH2:7][CH:8]([C:12]1[CH:17]=[CH:16][C:15]([Br:18])=[CH:14][CH:13]=1)[C:9]([NH2:11])=[O:10]. The catalyst class is: 5. Product: [Br:18][C:15]1[CH:14]=[CH:13][C:12]([CH:8]2[NH:7][C:1]3([CH2:5][CH2:4][CH2:3][CH2:2]3)[NH:11][C:9]2=[O:10])=[CH:17][CH:16]=1. (3) Reactant: [C:1]1([C:7]2[CH2:11][C:10]3([CH2:16][CH2:15][CH:14]([C:17](O)=[O:18])[CH2:13][CH2:12]3)[O:9][N:8]=2)[CH:6]=[CH:5][CH:4]=[CH:3][CH:2]=1.C(N(C(C)C)C(C)C)C.O.ON1C2C=CC=CC=2N=N1.F[B-](F)(F)F.N1(OC(N(C)C)=[N+](C)C)C2C=CC=CC=2N=N1.[Cl:62][C:63]1[C:64]([N:69]2[CH2:74][CH2:73][NH:72][CH2:71][CH2:70]2)=[N:65][CH:66]=[CH:67][CH:68]=1. Product: [Cl:62][C:63]1[C:64]([N:69]2[CH2:70][CH2:71][N:72]([C:17]([CH:14]3[CH2:13][CH2:12][C:10]4([O:9][N:8]=[C:7]([C:1]5[CH:6]=[CH:5][CH:4]=[CH:3][CH:2]=5)[CH2:11]4)[CH2:16][CH2:15]3)=[O:18])[CH2:73][CH2:74]2)=[N:65][CH:66]=[CH:67][CH:68]=1. The catalyst class is: 1. (4) Reactant: [CH3:1][O:2][C:3]1[CH:8]=[CH:7][C:6]([N:9]2[CH2:18][C:17]3[C:12](=[N:13][C:14]([NH:19][C:20]4[CH:25]=[CH:24][CH:23]=[CH:22][CH:21]=4)=[N:15][CH:16]=3)[N:11]([CH2:26][CH2:27][C:28]#[N:29])[C:10]2=[O:30])=[CH:5][CH:4]=1.[OH-:31].[Na+].OO. Product: [CH3:1][O:2][C:3]1[CH:8]=[CH:7][C:6]([N:9]2[CH2:18][C:17]3[C:12](=[N:13][C:14]([NH:19][C:20]4[CH:25]=[CH:24][CH:23]=[CH:22][CH:21]=4)=[N:15][CH:16]=3)[N:11]([CH2:26][CH2:27][C:28]([NH2:29])=[O:31])[C:10]2=[O:30])=[CH:5][CH:4]=1. The catalyst class is: 148. (5) Reactant: [C:1]([Si:5]([C:19]1[CH:24]=[CH:23][CH:22]=[CH:21][CH:20]=1)([C:13]1[CH:18]=[CH:17][CH:16]=[CH:15][CH:14]=1)[O:6][CH2:7][C:8]#[C:9][CH2:10][CH2:11]O)([CH3:4])([CH3:3])[CH3:2].C(Br)(Br)(Br)[Br:26].C1C=CC(P(C2C=CC=CC=2)C2C=CC=CC=2)=CC=1. Product: [Br:26][CH2:11][CH2:10][C:9]#[C:8][CH2:7][O:6][Si:5]([C:1]([CH3:2])([CH3:4])[CH3:3])([C:19]1[CH:20]=[CH:21][CH:22]=[CH:23][CH:24]=1)[C:13]1[CH:18]=[CH:17][CH:16]=[CH:15][CH:14]=1. The catalyst class is: 2. (6) Reactant: [F:1][C:2]1[C:7]([F:8])=[CH:6][C:5]([C:9]2[CH:14]=[CH:13][N:12]=[CH:11][C:10]=2[NH:15][CH2:16][C:17]([F:20])([F:19])[F:18])=[C:4]([O:21][CH3:22])[CH:3]=1.[F:23][C:24]1[CH:25]=[C:26]([CH:30]=[C:31]([C:33]([F:36])([F:35])[F:34])[CH:32]=1)[C:27](Cl)=[O:28]. The catalyst class is: 243. Product: [F:1][C:2]1[C:7]([F:8])=[CH:6][C:5]([C:9]2[CH:14]=[CH:13][N:12]=[CH:11][C:10]=2[N:15]([CH2:16][C:17]([F:18])([F:19])[F:20])[C:27](=[O:28])[C:26]2[CH:30]=[C:31]([C:33]([F:34])([F:35])[F:36])[CH:32]=[C:24]([F:23])[CH:25]=2)=[C:4]([O:21][CH3:22])[CH:3]=1. (7) Reactant: [Cl:1][C:2]1[CH:7]=[C:6](B(O)O)[CH:5]=[C:4]([Cl:11])[N:3]=1.N#N.Br[C:15]1[C:20]([Cl:21])=[CH:19][CH:18]=[CH:17][N:16]=1.C(=O)([O-])[O-].[Na+].[Na+]. Product: [Cl:1][C:2]1[CH:7]=[C:6]([C:15]2[C:20]([Cl:21])=[CH:19][CH:18]=[CH:17][N:16]=2)[CH:5]=[C:4]([Cl:11])[N:3]=1. The catalyst class is: 438. (8) Reactant: [Cl:1][C:2]1[CH:3]=[CH:4][CH:5]=[C:6]2[C:10]=1[NH:9][CH:8]=[C:7]2[CH:11]1[CH2:16][CH2:15][N:14]([C:17](=[O:29])[CH2:18][C:19]2[CH:24]=[C:23]([N+:25]([O-])=O)[CH:22]=[CH:21][C:20]=2[CH3:28])[CH2:13][CH2:12]1.Cl. Product: [Cl:1][C:2]1[CH:3]=[CH:4][CH:5]=[C:6]2[C:10]=1[NH:9][CH:8]=[C:7]2[CH:11]1[CH2:16][CH2:15][N:14]([C:17](=[O:29])[CH2:18][C:19]2[CH:24]=[C:23]([NH2:25])[CH:22]=[CH:21][C:20]=2[CH3:28])[CH2:13][CH2:12]1. The catalyst class is: 679. (9) Reactant: [Br:1][C:2]1[CH:7]=[CH:6][C:5]([CH2:8][C:9]([OH:11])=O)=[CH:4][CH:3]=1.[CH2:12]1[C:20]2[C:15](=[CH:16][CH:17]=[CH:18][CH:19]=2)[CH2:14][NH:13]1.CN(C(ON1N=NC2C=CC=NC1=2)=[N+](C)C)C.F[P-](F)(F)(F)(F)F.CCN(C(C)C)C(C)C. Product: [Br:1][C:2]1[CH:3]=[CH:4][C:5]([CH2:8][C:9]([N:13]2[CH2:14][C:15]3[C:20](=[CH:19][CH:18]=[CH:17][CH:16]=3)[CH2:12]2)=[O:11])=[CH:6][CH:7]=1. The catalyst class is: 3. (10) Reactant: [F:1][C:2]1[CH:7]=[CH:6][C:5]([CH:8]([NH:16][C:17](=[O:31])[CH2:18][CH:19]2[CH2:23][CH2:22][N:21]([C:24](OC(C)(C)C)=O)[CH2:20]2)[C:9]2[CH:14]=[CH:13][C:12]([F:15])=[CH:11][CH:10]=2)=[CH:4][CH:3]=1.Cl.CCN(C(C)C)C(C)C.[F:42][C:43]([F:58])([F:57])[C:44]1[CH:45]=[CH:46][C:47]([N:50]2[CH:54]=[CH:53][C:52](C=O)=[CH:51]2)=[N:48][CH:49]=1. Product: [F:15][C:12]1[CH:13]=[CH:14][C:9]([CH:8]([C:5]2[CH:4]=[CH:3][C:2]([F:1])=[CH:7][CH:6]=2)[NH:16][C:17](=[O:31])[CH2:18][CH:19]2[CH2:23][CH2:22][N:21]([CH2:24][C:53]3[CH:52]=[CH:51][N:50]([C:47]4[CH:46]=[CH:45][C:44]([C:43]([F:57])([F:58])[F:42])=[CH:49][N:48]=4)[CH:54]=3)[CH2:20]2)=[CH:10][CH:11]=1. The catalyst class is: 12.